From a dataset of Experimentally validated miRNA-target interactions with 360,000+ pairs, plus equal number of negative samples. Binary Classification. Given a miRNA mature sequence and a target amino acid sequence, predict their likelihood of interaction. (1) The miRNA is hsa-miR-6836-3p with sequence AUGCCUCCCCCGGCCCCGCAG. The protein sequence of the target gene is MASSRASSTQATKTKAPDDLVAPVVKKPHIYYGSLEEKERERLAKGESGILGKDGLKAGIEAGNINITSGEVFEIEEHISERQAEVLAEFERRKRARQINVSTDDSEVKACLRALGEPITLFGEGPAERRERLRNILSVVGTDALKKTKKDDEKSKKSKEEYQQTWYHEGPNSLKVARLWIANYSLPRAMKRLEEARLHKEIPETTRTSQMQELHKSLRSLNNFCSQIGDDRPISYCHFSPNSKMLATACWSGLCKLWSVPDCNLLHTLRGHNTNVGAIVFHPKSTVSLDPKDVNLASCA.... Result: 1 (interaction). (2) The miRNA is mmu-miR-465c-5p with sequence UAUUUAGAAUGGCGCUGAUCUG. The protein sequence of the target gene is MAVAPSFNMTNPQPAIEGGISEVEIISQQVDEETKSIAPVQLVNFAYRDLPLAAVDLSTAGSQLLSNLDEDYQREGSNWLKPCCGKRAAVWQVFLLSASLNSFLVACVILVVILLTLELLIDIKLLQFSSAFQFAGVIHWISLVILSVFFSETVLRIVVLGIWDYIENKIEVFDGAVIILSLAPMVASTVANGPRSPWDAISLIIMLRIWRVKRVIDAYVLPVKLEMEMVIQQYEKAKVIQDEQLERLTQICQEQGFEIRQLRAHLAQQDLDLAAEREAALQAPHVLSQPRSRFKVLEAG.... Result: 0 (no interaction). (3) The miRNA is hsa-miR-548j-3p with sequence CAAAAACUGCAUUACUUUUGC. The protein sequence of the target gene is MAAAGGARLLRAASAVLGGPAGRWLHHAGSRAGSSGLLRNRGPGGSAEASRSLSVSARARSSSEDKITVHFINRDGETLTTKGKVGDSLLDVVVENNLDIDGFGACEGTLACSTCHLIFEDHIYEKLDAITDEENDMLDLAYGLTDRSRLGCQICLTKSMDNMTVRVPETVADARQSIDVGKTS. Result: 1 (interaction). (4) The miRNA is hsa-miR-3651 with sequence CAUAGCCCGGUCGCUGGUACAUGA. The protein sequence of the target gene is MLRMKLPPKSTHPSEPPPDAEEPEADARPGAKAPLRRRRDCRPPPPPTGLPRGPPPPPSPPRGLEPPVASGPTAGAGMPGGGGHAAALREQERVYEWFGLVLGSAQRLEFMCGLLDLCNPLELRFLGSCLEDLARKDYHYLRDSEAKANGLSDPGSLADFREPAVRSRLIVYLALLGSENREAAGRLHRLLPQVDAVLRSLRATRAEGSRGSVEDEPSGDGEQDAEKDGPGPEGSGCAKLGTGGGLGFRAQEELLLLFTMASLHPAFSFHQRVTLREHLERLRSALRVEPEDAEVEPSNF.... Result: 0 (no interaction). (5) Result: 1 (interaction). The protein sequence of the target gene is MAPKGSSKQQSEEDLLLQDFSRNLSAKSSALFFGNAFIVSAIPIWLYWRIWHMDLIQSAVLYSVMTLVSTYLVAFAYKNVKFVLKHKVAQKREDAVSKEVTRKLSEADNRKMSRKEKDERILWKKNEVADYEATTFSIFYNNTLFLVVVIVASFFILKNFNPTVNYILSISASSGLIALLSTGSK. The miRNA is hsa-miR-3913-5p with sequence UUUGGGACUGAUCUUGAUGUCU. (6) The miRNA is rno-miR-376b-5p with sequence GUGGAUAUUCCUUCUAUGGUUA. The protein sequence of the target gene is MEGGCGSQWKAAGFLFCVMVFASAERPVFTNHFLVELHKDGEEEARQVAAEHGFGVRKLPFAEGLYHFYHNGLAKAKRRRSLHHKRQLERDPRIKMALQQEGFDRKKRGYRDINEIDINMNDPLFTKQWYLFNTGQADGTPGLDLNVAEAWELGYTGKGVTIGIMDDGIDYLHPDLAYNYNADASYDFSSNDPYPYPRYTDDWFNSHGTRCAGEVSAAASNNICGVGVAYNSKVAGIRMLDQPFMTDIIEASSISHMPQLIDIYSASWGPTDNGKTVDGPRELTLQAMADGVNKGRGGKG.... Result: 0 (no interaction). (7) The miRNA is mmu-miR-3090-5p with sequence GUCUGGGUGGGGCCUGAGAUC. Result: 0 (no interaction). The protein sequence of the target gene is MIPVSLLVVVVGGWTAVYLADLVLKSSVYFKHSYEDWLENNGLSISPFHIRWQTSIFNRAFYSWGRRKARMLYQWFNFGMVFGVIAMFSSFFLLGKTLMQTLAQMMADSPSPYSSSSSSSSSSSSSSSSSSSLHNEQVLQVVVPGINLPVNQLTYFFAAVLISGVVHEIGHGIAAIREQVRFNGFGIFLFIIYPGAFVDLFTTHLQLISPVQQLRIFCAGIWHNFVLALLGILALVLLPVILLPFYYTGVGVLITEVAEDSPAIGPRGLFVGDLVTHLQDCPVTNVQDWNECLDTIAYEP.... (8) The miRNA is mmu-miR-23b-5p with sequence GGGUUCCUGGCAUGCUGAUUU. The protein sequence of the target gene is MAPAVATWAPGLWRACNALMAAFFALAAVVQVNDPDAELWVVVYMIPAVLTLLVGFNPLVTGNFIWKSVSAIHMLFCALWAGGLAYHFLLHAKQNLLNEEEGRELSGLVIVTAWMALCHSSSKNPGGGRMHLAIAVVITLLPLLSWVYVHMNKEMRSSWPTHCKTVI. Result: 0 (no interaction). (9) The miRNA is mmu-miR-693-5p with sequence CAGCCACAUCCGAAAGUUUUC. The protein sequence of the target gene is MSTASSSSSQTPHSAPQRMRRSTAGSPPAAAGSGTGPAGSCAPAAGAGRLLQPIRATVPYQLLRGSQHSPTRPAAAATAAAALGSLSGPGGARGPSPSSPTPPPAAAPAEQAPRAKGRPRRSPESRRRSSSPERRSPGSPVCRVDRPKSQHIRTSSTIRRTSSLDTITGPYLTGQWPRDPHVHYPSCMRDKATQTPSCWAEEGAEKRSHQRSASWGSADQLKEIAKLRQQLQRSKQSSRHSKEKDRQSPLHGNHITISHTQAIGSRSVPMPLSNISVPKSSVSRVPCNVEGISPELEKVF.... Result: 1 (interaction).